Task: Predict the product of the given reaction.. Dataset: Forward reaction prediction with 1.9M reactions from USPTO patents (1976-2016) (1) Given the reactants [C:1](NC(=N)N[C:1]([O:3][C:4](C)(C)[CH3:7])=[O:2])([O:3][C:4]([CH3:7])(C)C)=[O:2].[CH3:19]O[C:21]1[CH:26]=[C:25](C(F)(F)F)[CH:24]=[CH:23][C:22]=1B(O)O.CC(C1C=C(C(C)C)C(C2C=CC=CC=2P(C2CCCCC2)C2CCCCC2)=C(C(C)C)C=1)C.C([O-])([O-])=O.[K+].[K+], predict the reaction product. The product is: [CH3:7][CH2:4][O:3][C:1]([CH3:19])=[O:2].[CH3:25][CH2:26][CH2:21][CH2:22][CH2:23][CH3:24]. (2) Given the reactants [CH3:1][C:2]1([CH3:10])[O:7][C:6](=[O:8])[CH:5]=[C:4]([CH3:9])[O:3]1.[OH2:11], predict the reaction product. The product is: [O:3]=[C:4]([CH3:9])[CH2:5][C:6]([O:7][C@H:2]([CH3:10])[C:1]([O:3][CH:2]([CH3:10])[CH3:1])=[O:11])=[O:8]. (3) Given the reactants [F:1][C:2]1[C:3]([CH3:10])=[C:4]([CH:7]=[CH:8][CH:9]=1)[CH:5]=O.[CH:11]1([NH2:14])[CH2:13][CH2:12]1, predict the reaction product. The product is: [CH:11]1([NH:14][CH2:5][C:4]2[CH:7]=[CH:8][CH:9]=[C:2]([F:1])[C:3]=2[CH3:10])[CH2:13][CH2:12]1.